From a dataset of Full USPTO retrosynthesis dataset with 1.9M reactions from patents (1976-2016). Predict the reactants needed to synthesize the given product. (1) Given the product [C:40]([OH:52])(=[O:51])[CH2:41][C:42]([CH2:47][C:48]([OH:50])=[O:49])([C:44]([OH:46])=[O:45])[OH:43].[CH3:36][N:2]([CH3:1])[C:3]1([C:30]2[CH:31]=[CH:32][CH:33]=[CH:34][CH:35]=2)[CH2:8][CH2:7][CH:6]([CH2:9][NH:10][C:11]([N:13]2[CH2:14][CH2:15][CH:16]([C:19]3[C:27]4[C:22](=[CH:23][CH:24]=[C:25]([O:28][CH3:29])[CH:26]=4)[NH:21][CH:20]=3)[CH2:17][CH2:18]2)=[O:12])[CH2:5][CH2:4]1, predict the reactants needed to synthesize it. The reactants are: [CH3:1][N:2]([CH3:36])[C:3]1([C:30]2[CH:35]=[CH:34][CH:33]=[CH:32][CH:31]=2)[CH2:8][CH2:7][CH:6]([CH2:9][NH:10][C:11]([N:13]2[CH2:18][CH2:17][CH:16]([C:19]3[C:27]4[C:22](=[CH:23][CH:24]=[C:25]([O:28][CH3:29])[CH:26]=4)[NH:21][CH:20]=3)[CH2:15][CH2:14]2)=[O:12])[CH2:5][CH2:4]1.C(O)C.[C:40]([OH:52])(=[O:51])[CH2:41][C:42]([CH2:47][C:48]([OH:50])=[O:49])([C:44]([OH:46])=[O:45])[OH:43]. (2) Given the product [Cl:14][CH2:13][CH2:12][CH2:11][N:6]1[CH2:7][CH2:8][CH:9]2[CH2:1][O:2][CH2:3][CH:4]2[CH2:5]1, predict the reactants needed to synthesize it. The reactants are: [CH2:1]1[CH:9]2[CH:4]([CH2:5][NH:6][CH2:7][CH2:8]2)[CH2:3][O:2]1.Br[CH2:11][CH2:12][CH2:13][Cl:14].C([O-])([O-])=O.[K+].[K+].